Dataset: Full USPTO retrosynthesis dataset with 1.9M reactions from patents (1976-2016). Task: Predict the reactants needed to synthesize the given product. (1) Given the product [CH3:26][O:27][C:28]1[CH:33]=[CH:32][CH:31]=[CH:30][C:29]=1[C:2]1[CH:7]=[CH:6][N:5]=[CH:4][C:3]=1[N:8]([CH3:25])[C:9](=[O:24])[C:10]1[CH:15]=[C:14]([C:16]([F:19])([F:18])[F:17])[CH:13]=[C:12]([C:20]([F:23])([F:22])[F:21])[CH:11]=1, predict the reactants needed to synthesize it. The reactants are: Br[C:2]1[CH:7]=[CH:6][N:5]=[CH:4][C:3]=1[N:8]([CH3:25])[C:9](=[O:24])[C:10]1[CH:15]=[C:14]([C:16]([F:19])([F:18])[F:17])[CH:13]=[C:12]([C:20]([F:23])([F:22])[F:21])[CH:11]=1.[CH3:26][O:27][C:28]1[CH:33]=[CH:32][CH:31]=[CH:30][C:29]=1B(O)O. (2) Given the product [CH3:17][C:18]1[CH:22]=[C:21]([CH3:23])[N:20]([C:4]2[N:3]=[C:2]([NH:14][C:13]3[CH:15]=[CH:16][C:10]([F:9])=[CH:11][CH:12]=3)[CH:7]=[CH:6][CH:5]=2)[N:19]=1, predict the reactants needed to synthesize it. The reactants are: F[C:2]1[CH:7]=[CH:6][CH:5]=[C:4](F)[N:3]=1.[F:9][C:10]1[CH:16]=[CH:15][C:13]([NH2:14])=[CH:12][CH:11]=1.[CH3:17][C:18]1[CH:22]=[C:21]([CH3:23])[NH:20][N:19]=1. (3) Given the product [C:1]([NH:6][C:7]1[N:8]=[C:9]([O:34][C:35](=[O:49])[N:36]([C:37]2[CH:42]=[CH:41][CH:40]=[CH:39][CH:38]=2)[C:43]2[CH:44]=[CH:45][CH:46]=[CH:47][CH:48]=2)[C:10]2[N:11]=[CH:12][N:13]([C:32]=2[N:33]=1)[C@@H:14]1[O:31][C@H:21]([CH2:22][OH:23])[C@@H:16]([O:17][CH2:18][N:56]=[N+:57]=[N-:58])[CH2:15]1)(=[O:5])[CH:2]([CH3:4])[CH3:3], predict the reactants needed to synthesize it. The reactants are: [C:1]([NH:6][C:7]1[N:8]=[C:9]([O:34][C:35](=[O:49])[N:36]([C:43]2[CH:48]=[CH:47][CH:46]=[CH:45][CH:44]=2)[C:37]2[CH:42]=[CH:41][CH:40]=[CH:39][CH:38]=2)[C:10]2[N:11]=[CH:12][N:13]([C:32]=2[N:33]=1)[C@@H:14]1[O:31][C@H:21]([CH2:22][O:23][Si](C(C)(C)C)(C)C)[C@@H:16]([O:17][CH2:18]SC)[CH2:15]1)(=[O:5])[CH:2]([CH3:4])[CH3:3].C1CCCCC=1.[N-:56]=[N+:57]=[N-:58].[Na+].[NH4+].[F-].